Task: Predict the reaction yield, written as a fraction of the theoretical maximum amount of product (1.0 means a 100% yield; for example, 0.34 means a 34% yield).. Dataset: Reaction yield outcomes from USPTO patents with 853,638 reactions The reactants are [H-].[H-].[H-].[H-].[Li+].[Al+3].[CH2:7]([O:14][CH2:15][C:16]([CH3:21])([C:19]#[N:20])[C:17]#[N:18])[C:8]1[CH:13]=[CH:12][CH:11]=[CH:10][CH:9]=1.O.[OH-].[Na+]. The catalyst is C(OCC)C. The product is [CH2:7]([O:14][CH2:15][C:16]([CH3:21])([CH2:19][NH2:20])[CH2:17][NH2:18])[C:8]1[CH:13]=[CH:12][CH:11]=[CH:10][CH:9]=1. The yield is 0.840.